This data is from Acute oral toxicity (LD50) regression data from Zhu et al.. The task is: Regression/Classification. Given a drug SMILES string, predict its toxicity properties. Task type varies by dataset: regression for continuous values (e.g., LD50, hERG inhibition percentage) or binary classification for toxic/non-toxic outcomes (e.g., AMES mutagenicity, cardiotoxicity, hepatotoxicity). Dataset: ld50_zhu. (1) The molecule is COc1cc(OC)cc(OCC(O)CO)c1. The rat oral LD50 is 2.04, given as -log10 of the dose in mol/kg body weight (higher means more acutely toxic). (2) The molecule is O=C(c1cc(O)c(O)c(O)c1)c1ccc(O)c(O)c1O. The rat oral LD50 is 2.29, given as -log10 of the dose in mol/kg body weight (higher means more acutely toxic). (3) The compound is CCNc1nc(NC(C)CC)nc(OC)n1. The rat oral LD50 is 2.35, given as -log10 of the dose in mol/kg body weight (higher means more acutely toxic). (4) The molecule is C=C(C)C(=O)O. The rat oral LD50 is 1.91, given as -log10 of the dose in mol/kg body weight (higher means more acutely toxic). (5) The drug is COCC=O. The rat oral LD50 is 1.50, given as -log10 of the dose in mol/kg body weight (higher means more acutely toxic). (6) The compound is OC1CC2CC1C1CC=CC21. The rat oral LD50 is 1.67, given as -log10 of the dose in mol/kg body weight (higher means more acutely toxic). (7) The compound is O=C(Cl)C1C2C=CC(C2)C1C(=O)Cl. The rat oral LD50 is 1.95, given as -log10 of the dose in mol/kg body weight (higher means more acutely toxic). (8) The drug is O=C1CCc2cccc3c2N1CC3. The rat oral LD50 is 2.73, given as -log10 of the dose in mol/kg body weight (higher means more acutely toxic). (9) The compound is CCOP(=S)(OC(C)C)SCN1C(=O)c2ccccc2C1=O. The rat oral LD50 is 3.86, given as -log10 of the dose in mol/kg body weight (higher means more acutely toxic).